This data is from Catalyst prediction with 721,799 reactions and 888 catalyst types from USPTO. The task is: Predict which catalyst facilitates the given reaction. (1) Reactant: [C:1]([O:5][C:6](=[O:20])[C:7]([CH3:19])([S:9][C:10]1[CH:18]=[CH:17][C:13]([C:14]([OH:16])=[O:15])=[CH:12][CH:11]=1)[CH3:8])([CH3:4])([CH3:3])[CH3:2].[CH2:21]([N:28]1[CH:32]=[C:31]([CH2:33]O)[N:30]=[N:29]1)[C:22]1[CH:27]=[CH:26][CH:25]=[CH:24][CH:23]=1.C1(N=C=NC2CCCCC2)CCCCC1. Product: [C:1]([O:5][C:6](=[O:20])[C:7]([CH3:8])([S:9][C:10]1[CH:11]=[CH:12][C:13]([C:14]([O:16][CH2:33][C:31]2[N:30]=[N:29][N:28]([CH2:21][C:22]3[CH:27]=[CH:26][CH:25]=[CH:24][CH:23]=3)[CH:32]=2)=[O:15])=[CH:17][CH:18]=1)[CH3:19])([CH3:2])([CH3:3])[CH3:4]. The catalyst class is: 119. (2) Reactant: [OH:1][CH:2]1[CH2:7][CH2:6][N:5](C(OC(C)(C)C)=O)[CH2:4][CH2:3]1.N(C(OC(C)(C)C)=O)=NC(OC(C)(C)C)=O.[Br:31][C:32]1[CH:37]=[CH:36][C:35]([F:38])=[CH:34][C:33]=1O.C1(P(C2C=CC=CC=2)C2C=CC=CC=2)C=CC=CC=1. Product: [Br:31][C:32]1[CH:37]=[CH:36][C:35]([F:38])=[CH:34][C:33]=1[O:1][CH:2]1[CH2:3][CH2:4][NH:5][CH2:6][CH2:7]1. The catalyst class is: 76.